This data is from Peptide-MHC class I binding affinity with 185,985 pairs from IEDB/IMGT. The task is: Regression. Given a peptide amino acid sequence and an MHC pseudo amino acid sequence, predict their binding affinity value. This is MHC class I binding data. The peptide sequence is YLCGFIKQK. The MHC is HLA-A33:01 with pseudo-sequence HLA-A33:01. The binding affinity (normalized) is 0.00637.